Dataset: Peptide-MHC class I binding affinity with 185,985 pairs from IEDB/IMGT. Task: Regression. Given a peptide amino acid sequence and an MHC pseudo amino acid sequence, predict their binding affinity value. This is MHC class I binding data. The peptide sequence is MSTNPKPQRQ. The MHC is HLA-A11:01 with pseudo-sequence HLA-A11:01. The binding affinity (normalized) is 0.